This data is from NCI-60 drug combinations with 297,098 pairs across 59 cell lines. The task is: Regression. Given two drug SMILES strings and cell line genomic features, predict the synergy score measuring deviation from expected non-interaction effect. (1) Drug 1: CC=C1C(=O)NC(C(=O)OC2CC(=O)NC(C(=O)NC(CSSCCC=C2)C(=O)N1)C(C)C)C(C)C. Drug 2: CC1=C(N=C(N=C1N)C(CC(=O)N)NCC(C(=O)N)N)C(=O)NC(C(C2=CN=CN2)OC3C(C(C(C(O3)CO)O)O)OC4C(C(C(C(O4)CO)O)OC(=O)N)O)C(=O)NC(C)C(C(C)C(=O)NC(C(C)O)C(=O)NCCC5=NC(=CS5)C6=NC(=CS6)C(=O)NCCC[S+](C)C)O. Cell line: OVCAR-5. Synergy scores: CSS=76.0, Synergy_ZIP=-6.54, Synergy_Bliss=-3.25, Synergy_Loewe=-0.661, Synergy_HSA=0.715. (2) Drug 1: C(=O)(N)NO. Drug 2: CNC(=O)C1=NC=CC(=C1)OC2=CC=C(C=C2)NC(=O)NC3=CC(=C(C=C3)Cl)C(F)(F)F. Cell line: RPMI-8226. Synergy scores: CSS=16.9, Synergy_ZIP=-2.00, Synergy_Bliss=0.485, Synergy_Loewe=-2.56, Synergy_HSA=1.53. (3) Drug 1: C1=NC2=C(N=C(N=C2N1C3C(C(C(O3)CO)O)F)Cl)N. Drug 2: CS(=O)(=O)CCNCC1=CC=C(O1)C2=CC3=C(C=C2)N=CN=C3NC4=CC(=C(C=C4)OCC5=CC(=CC=C5)F)Cl. Cell line: SF-539. Synergy scores: CSS=6.73, Synergy_ZIP=0.165, Synergy_Bliss=3.35, Synergy_Loewe=3.50, Synergy_HSA=1.93. (4) Drug 1: C1=NC(=NC(=O)N1C2C(C(C(O2)CO)O)O)N. Drug 2: CCC1(C2=C(COC1=O)C(=O)N3CC4=CC5=C(C=CC(=C5CN(C)C)O)N=C4C3=C2)O.Cl. Cell line: IGROV1. Synergy scores: CSS=18.6, Synergy_ZIP=-8.40, Synergy_Bliss=-4.43, Synergy_Loewe=-6.22, Synergy_HSA=-5.32. (5) Drug 1: COC1=C(C=C2C(=C1)N=CN=C2NC3=CC(=C(C=C3)F)Cl)OCCCN4CCOCC4. Drug 2: COCCOC1=C(C=C2C(=C1)C(=NC=N2)NC3=CC=CC(=C3)C#C)OCCOC.Cl. Cell line: SF-539. Synergy scores: CSS=7.66, Synergy_ZIP=-2.75, Synergy_Bliss=-2.23, Synergy_Loewe=-2.09, Synergy_HSA=-1.53.